Regression. Given a peptide amino acid sequence and an MHC pseudo amino acid sequence, predict their binding affinity value. This is MHC class II binding data. From a dataset of Peptide-MHC class II binding affinity with 134,281 pairs from IEDB. The MHC is DRB1_0404 with pseudo-sequence DRB1_0404. The peptide sequence is IVACAKFTCAKSMSL. The binding affinity (normalized) is 0.0592.